Dataset: Reaction yield outcomes from USPTO patents with 853,638 reactions. Task: Predict the reaction yield, written as a fraction of the theoretical maximum amount of product (1.0 means a 100% yield; for example, 0.34 means a 34% yield). (1) The product is [Br:17][C:6]1[CH:7]=[C:8]2[C:13](=[CH:14][CH:15]=1)[C:12](=[O:16])[CH2:11][CH2:10][CH2:9]2. The reactants are N([O-])=O.[Na+].N[C:6]1[CH:7]=[C:8]2[C:13](=[CH:14][CH:15]=1)[C:12](=[O:16])[CH2:11][CH2:10][CH2:9]2.[BrH:17]. The catalyst is O. The yield is 0.800. (2) The reactants are [CH3:1][O:2][C:3]1[CH:4]=[C:5]2[C:10](=[CH:11][C:12]=1[O:13][CH3:14])[N:9]=[CH:8][CH:7]=[C:6]2[S:15][C:16]1[S:17][C:18]([N+:21]([O-])=O)=[CH:19][CH:20]=1.[Cl-].[NH4+].C(O)C.O. The catalyst is [Fe].CCCCCC.C(OCC)(=O)C. The product is [CH3:1][O:2][C:3]1[CH:4]=[C:5]2[C:10](=[CH:11][C:12]=1[O:13][CH3:14])[N:9]=[CH:8][CH:7]=[C:6]2[S:15][C:16]1[S:17][C:18]([NH2:21])=[CH:19][CH:20]=1. The yield is 0.550. (3) The reactants are Cl[C:2]1(C#N)[CH2:7][CH:6]2[CH2:8][CH2:9][C:3]1([O:10][CH3:11])[CH:4]=[CH:5]2.[OH2:14]. The catalyst is C(O)C. The product is [CH3:11][O:10][C:3]12[CH2:9][CH2:8][CH:6]([CH:5]=[CH:4]1)[CH2:7][C:2]2=[O:14]. The yield is 0.570. (4) The reactants are Br[C:2]1[CH:3]=[C:4]2[C:8](=[C:9]([C:11]([NH:13][CH2:14][C:15]3[C:16](=[O:25])[NH:17][C:18]([CH3:24])=[CH:19][C:20]=3[CH2:21][CH2:22][CH3:23])=[O:12])[CH:10]=1)[N:7]([CH3:26])[CH:6]=[C:5]2[CH:27]([CH3:29])[CH3:28].[CH3:30][N:31]1[CH2:36][CH2:35][N:34]([C:37]2[N:42]=[CH:41][C:40](B(O)O)=[CH:39][CH:38]=2)[CH2:33][CH2:32]1. No catalyst specified. The product is [CH3:26][N:7]1[C:8]2[C:4](=[CH:3][C:2]([C:40]3[CH:41]=[N:42][C:37]([N:34]4[CH2:33][CH2:32][N:31]([CH3:30])[CH2:36][CH2:35]4)=[CH:38][CH:39]=3)=[CH:10][C:9]=2[C:11]([NH:13][CH2:14][C:15]2[C:16](=[O:25])[NH:17][C:18]([CH3:24])=[CH:19][C:20]=2[CH2:21][CH2:22][CH3:23])=[O:12])[C:5]([CH:27]([CH3:29])[CH3:28])=[CH:6]1. The yield is 0.590. (5) The reactants are CN(C(ON1N=NC2C=CC=NC1=2)=[N+](C)C)C.F[P-](F)(F)(F)(F)F.CCN(C(C)C)C(C)C.[NH2:34][CH2:35][C:36]1[C:37]([F:53])=[C:38]([O:43][C:44]2[CH:45]=[C:46]([CH:49]=[C:50]([Cl:52])[CH:51]=2)[C:47]#[N:48])[C:39]([Cl:42])=[CH:40][CH:41]=1.C[Si](C)(C)CCOC[N:60]1[C:64]2[CH:65]=[C:66]([C:68](O)=[O:69])[NH:67][C:63]=2[N:62]=[CH:61]1.[C:73]([OH:79])([C:75]([F:78])([F:77])[F:76])=[O:74]. The catalyst is CN(C=O)C.C(Cl)Cl. The product is [F:76][C:75]([F:78])([F:77])[C:73]([OH:79])=[O:74].[Cl:42][C:39]1[CH:40]=[CH:41][C:36]([CH2:35][NH:34][C:68]([C:66]2[NH:67][C:63]3[N:62]=[CH:61][NH:60][C:64]=3[CH:65]=2)=[O:69])=[C:37]([F:53])[C:38]=1[O:43][C:44]1[CH:45]=[C:46]([C:47]#[N:48])[CH:49]=[C:50]([Cl:52])[CH:51]=1. The yield is 0.0600. (6) The reactants are C[O:2][CH2:3][C@H:4]([CH3:34])[O:5][C:6]1[CH:7]=[C:8]([CH:20]=[C:21]([C:23]2[NH:24][C:25]([C:28]3[O:29][C@@H:30]([CH3:33])[CH2:31][N:32]=3)=[CH:26][CH:27]=2)[CH:22]=1)[O:9][C:10]1[N:11]=[N:12][C:13]([S:16]([CH3:19])(=[O:18])=[O:17])=[CH:14][CH:15]=1.B(Br)(Br)Br.C(=O)([O-])O.[Na+]. The catalyst is C(Cl)Cl. The product is [CH3:33][C@@H:30]1[O:29][C:28]([C:25]2[NH:24][C:23]([C:21]3[CH:22]=[C:6]([CH:7]=[C:8]([O:9][C:10]4[N:11]=[N:12][C:13]([S:16]([CH3:19])(=[O:17])=[O:18])=[CH:14][CH:15]=4)[CH:20]=3)[O:5][C@@H:4]([CH3:34])[CH2:3][OH:2])=[CH:27][CH:26]=2)=[N:32][CH2:31]1. The yield is 0.890. (7) The reactants are I([O-])(=O)(=O)=[O:2].[Na+].[Cl:7][C:8]1[N:13]=[C:12]([N:14]2[CH2:19][CH2:18][O:17][CH2:16][C@H:15]2[CH3:20])[CH:11]=[C:10]([CH2:21][S:22][CH3:23])[N:9]=1. The catalyst is O.CCOC(C)=O.CO.C(Cl)Cl. The product is [Cl:7][C:8]1[N:13]=[C:12]([N:14]2[CH2:19][CH2:18][O:17][CH2:16][C@H:15]2[CH3:20])[CH:11]=[C:10]([CH2:21][S:22]([CH3:23])=[O:2])[N:9]=1. The yield is 0.700. (8) The product is [CH3:14][C@H:12]1[CH2:13][NH:8][CH2:9][C@H:10]2[NH:17][C:16](=[O:18])[O:15][C@H:11]12. The reactants are COC1C=CC(C[N:8]2[CH2:13][C@H:12]([CH3:14])[C@H:11]3[O:15][C:16](=[O:18])[NH:17][C@@H:10]3[CH2:9]2)=CC=1. The yield is 0.990. The catalyst is CO.[OH-].[OH-].[Pd+2].